This data is from Full USPTO retrosynthesis dataset with 1.9M reactions from patents (1976-2016). The task is: Predict the reactants needed to synthesize the given product. (1) Given the product [CH3:27][O:26][C:14]1[C:15]([C:17]2[CH:18]=[CH:19][CH:20]=[C:21]([N+:22]([O-:23])=[O:45])[CH:25]=2)=[CH:16][C:11]([CH2:10][N:1]2[C:5]3[CH:6]=[CH:7][CH:8]=[CH:9][C:4]=3[N:3]=[CH:2]2)=[CH:12][CH:13]=1, predict the reactants needed to synthesize it. The reactants are: [N:1]1([CH2:10][C:11]2[CH:12]=[CH:13][C:14]([O:26][CH3:27])=[C:15]([C:17]3[CH:18]=[CH:19][C:20]4[C:21]([CH:25]=3)=[N:22][O:23]N=4)[CH:16]=2)[C:5]2[CH:6]=[CH:7][CH:8]=[CH:9][C:4]=2[N:3]=[CH:2]1.BrC1C=C(C=CC=1[O:45]C)CN1C2C=CC=CC=2N=C1.C(=O)([O-])[O-].[Cs+].[Cs+].C1(P(C2C=CC=CC=2)C2C=CC=CC=2)C=CC=CC=1.O1C2C=CC(B(O)O)=CC=2OC1. (2) Given the product [F:9][C:3]1[CH:4]=[C:5]([Si:29]([CH3:31])([CH3:30])[CH3:28])[CH:6]=[CH:7][C:2]=1[B:19]1[O:23][C:22]([CH3:25])([CH3:24])[C:21]([CH3:27])([CH3:26])[O:20]1, predict the reactants needed to synthesize it. The reactants are: Br[C:2]1[CH:7]=[CH:6][C:5](Br)=[CH:4][C:3]=1[F:9].[Li]CCCC.C(O[B:19]1[O:23][C:22]([CH3:25])([CH3:24])[C:21]([CH3:27])([CH3:26])[O:20]1)(C)C.[CH3:28][Si:29](Cl)([CH3:31])[CH3:30].[NH4+].[Cl-]. (3) The reactants are: O1CCOCC1.[Cl:7][C:8]1[CH:9]=[C:10]2[C:15](=[CH:16][CH:17]=1)[NH:14][C:13](=[O:18])[C:12]([C@@H:19]([NH:21][C:22]1[C:27]([F:28])=[C:26](I)[CH:25]=[CH:24][N:23]=1)[CH3:20])=[CH:11]2.[CH3:30][N:31]1[CH:35]=[CH:34][CH:33]=[C:32]1B1OC(C)(C)C(C)(C)O1.[O-]P([O-])([O-])=O.[K+].[K+].[K+]. Given the product [Cl:7][C:8]1[CH:9]=[C:10]2[C:15](=[CH:16][CH:17]=1)[NH:14][C:13](=[O:18])[C:12]([C@@H:19]([NH:21][C:22]1[C:27]([F:28])=[C:26]([C:32]3[N:31]([CH3:30])[CH:35]=[CH:34][CH:33]=3)[CH:25]=[CH:24][N:23]=1)[CH3:20])=[CH:11]2, predict the reactants needed to synthesize it. (4) Given the product [C:34]([O:26][CH2:25][C:21]1[CH:22]=[CH:23][CH:24]=[C:19]([NH:18][C:16]([C:13]2[N:12]=[N:11][N:10]([CH2:9][C:4]3[CH:5]=[CH:6][C:7]([Cl:8])=[C:2]([Cl:1])[CH:3]=3)[C:14]=2[CH3:15])=[O:17])[CH:20]=1)(=[O:36])[CH3:35], predict the reactants needed to synthesize it. The reactants are: [Cl:1][C:2]1[CH:3]=[C:4]([CH2:9][N:10]2[C:14]([CH3:15])=[C:13]([C:16]([NH:18][C:19]3[CH:24]=[CH:23][CH:22]=[C:21]([CH2:25][OH:26])[CH:20]=3)=[O:17])[N:12]=[N:11]2)[CH:5]=[CH:6][C:7]=1[Cl:8].CCN(CC)CC.[C:34](Cl)(=[O:36])[CH3:35].O. (5) Given the product [F:8][C:4]1[CH:5]=[CH:6][CH:7]=[C:2]([C:9]2[CH:14]=[CH:13][CH:12]=[CH:11][CH:10]=2)[N:3]=1, predict the reactants needed to synthesize it. The reactants are: F[C:2]1[CH:7]=[CH:6][CH:5]=[C:4]([F:8])[N:3]=1.[C:9]1([Li])[CH:14]=[CH:13][CH:12]=[CH:11][CH:10]=1. (6) Given the product [F:1][C:2]1[N:10]=[CH:9][CH:8]=[CH:7][C:3]=1[C:4]([Cl:14])=[O:5], predict the reactants needed to synthesize it. The reactants are: [F:1][C:2]1[N:10]=[CH:9][CH:8]=[CH:7][C:3]=1[C:4](O)=[O:5].C(Cl)(=O)C([Cl:14])=O. (7) Given the product [CH:25]1([CH2:24][N:15]([C:16]2[CH:17]=[N:18][C:19]([O:22][CH3:23])=[CH:20][CH:21]=2)[C:13](=[O:14])[NH:12][C:10]2[S:11][C:7]([S:6][CH2:5][C:4]([OH:30])=[O:3])=[CH:8][N:9]=2)[CH2:29][CH2:28][CH2:27][CH2:26]1, predict the reactants needed to synthesize it. The reactants are: C([O:3][C:4](=[O:30])[CH2:5][S:6][C:7]1[S:11][C:10]([NH:12][C:13]([N:15]([CH2:24][CH:25]2[CH2:29][CH2:28][CH2:27][CH2:26]2)[C:16]2[CH:17]=[N:18][C:19]([O:22][CH3:23])=[CH:20][CH:21]=2)=[O:14])=[N:9][CH:8]=1)C.C1(CN(C2C=CC(S(C)(=O)=O)=CC=2)C(=O)NC2SC=C(CC(O)=O)N=2)CCCC1.C1(CNC2C=NC(OC)=CC=2)CCCC1.C(OC(=O)CSC1SC(N)=NC=1)C. (8) Given the product [NH2:41][C:42]1([C:46]2[CH:47]=[CH:48][C:49]([C:52]3[C:53]([C:64]4[CH:69]=[CH:68][CH:67]=[CH:66][CH:65]=4)=[CH:54][C:55]4[NH:61][C:60](=[O:62])[CH2:59][CH2:58][NH:57][C:56]=4[N:63]=3)=[CH:50][CH:51]=2)[CH2:45][CH2:44][CH2:43]1, predict the reactants needed to synthesize it. The reactants are: N1C=CN=C1CN1C(=O)COC2N=C(C3C=CC(C4(N)CCC4)=CC=3)C(C3C=CC=CC=3)=CC1=2.C(OC(=O)[NH:41][C:42]1([C:46]2[CH:51]=[CH:50][C:49]([C:52]3[C:53]([C:64]4[CH:69]=[CH:68][CH:67]=[CH:66][CH:65]=4)=[CH:54][C:55]4[NH:61][C:60](=[O:62])[CH2:59][CH2:58][NH:57][C:56]=4[N:63]=3)=[CH:48][CH:47]=2)[CH2:45][CH2:44][CH2:43]1)(C)(C)C. (9) Given the product [OH:16][B:15]1[C:11]2[CH:10]=[CH:9][C:8]([O:7][C:6]3[CH:18]=[CH:19][C:3]([C:1]([N:2]4[CH2:17][CH2:8][O:7][CH2:6][CH2:5]4)=[O:26])=[CH:4][CH:5]=3)=[CH:17][C:12]=2[CH2:13][O:14]1, predict the reactants needed to synthesize it. The reactants are: [C:1]([C:3]1[CH:19]=[CH:18][C:6]([O:7][C:8]2[CH:9]=[CH:10][C:11]3[B:15]([OH:16])[O:14][CH2:13][C:12]=3[CH:17]=2)=[CH:5][CH:4]=1)#[N:2].[N-]=[N+]=[N-].[Na+].[Cl-].[NH4+].[OH2:26].